Dataset: Forward reaction prediction with 1.9M reactions from USPTO patents (1976-2016). Task: Predict the product of the given reaction. Given the reactants [CH3:1][O:2][C:3]1[CH:4]=[C:5]([CH:11]=[CH:12][C:13]=1OS(C(F)(F)F)(=O)=O)[C:6]([O:8][CH2:9][CH3:10])=[O:7].[C:22]([C:24]1[CH:29]=[CH:28][CH:27]=[CH:26][C:25]=1B(O)O)#[N:23].C(=O)([O-])[O-].[Cs+].[Cs+].C(OCC)(=O)C, predict the reaction product. The product is: [C:22]([C:24]1[CH:29]=[CH:28][CH:27]=[CH:26][C:25]=1[C:13]1[CH:12]=[CH:11][C:5]([C:6]([O:8][CH2:9][CH3:10])=[O:7])=[CH:4][C:3]=1[O:2][CH3:1])#[N:23].